From a dataset of Forward reaction prediction with 1.9M reactions from USPTO patents (1976-2016). Predict the product of the given reaction. (1) Given the reactants [CH3:1][O:2][C:3]1[CH:4]=[C:5]2[C:10](=[CH:11][C:12]=1[O:13][CH3:14])[N:9]=[CH:8][N:7]=[C:6]2[S:15][C:16]1[CH:17]=[C:18]([CH:20]=[CH:21][CH:22]=1)[NH2:19].[C:23]1([N:29]2[C:33]([NH:34][C:35](=O)[O:36]C3C=CC=CC=3)=[CH:32][C:31]([C:44]3([C:47]([F:50])([F:49])[F:48])[CH2:46][CH2:45]3)=[N:30]2)[CH:28]=[CH:27][CH:26]=[CH:25][CH:24]=1, predict the reaction product. The product is: [CH3:1][O:2][C:3]1[CH:4]=[C:5]2[C:10](=[CH:11][C:12]=1[O:13][CH3:14])[N:9]=[CH:8][N:7]=[C:6]2[S:15][C:16]1[CH:17]=[C:18]([NH:19][C:35]([NH:34][C:33]2[N:29]([C:23]3[CH:28]=[CH:27][CH:26]=[CH:25][CH:24]=3)[N:30]=[C:31]([C:44]3([C:47]([F:50])([F:48])[F:49])[CH2:46][CH2:45]3)[CH:32]=2)=[O:36])[CH:20]=[CH:21][CH:22]=1. (2) Given the reactants C(=O)([O-])[O-].[Na+].[Na+].Br[C:8]1[C:13]([C:14]([F:17])([F:16])[F:15])=[CH:12][C:11]([NH:18][C:19]2[N:23]=[C:22]([NH2:24])[NH:21][N:20]=2)=[CH:10][C:9]=1[Cl:25].CN1C(C)(C)CC(SC2C=CC(B3OC(C)(C)C(C)(C)O3)=CC=2)CC1(C)C.[C:53]([NH:57][S:58]([C:61]1[CH:66]=[CH:65][C:64](B(O)O)=[CH:63][CH:62]=1)(=[O:60])=[O:59])([CH3:56])([CH3:55])[CH3:54], predict the reaction product. The product is: [C:53]([NH:57][S:58]([C:61]1[CH:66]=[CH:65][C:64]([C:8]2[C:9]([Cl:25])=[CH:10][C:11]([NH:18][C:19]3[N:23]=[C:22]([NH2:24])[NH:21][N:20]=3)=[CH:12][C:13]=2[C:14]([F:17])([F:16])[F:15])=[CH:63][CH:62]=1)(=[O:60])=[O:59])([CH3:56])([CH3:54])[CH3:55]. (3) Given the reactants [C:1](#[N:5])[CH2:2][C:3]#[N:4].C([O-])([O-])=O.[K+].[K+].Cl[C:13]1[N:18]=[C:17]([N:19]2[CH2:24][CH2:23][CH:22]([C:25]3[C:33]4[C:28](=[N:29][CH:30]=[CH:31][C:32]=4[CH3:34])[NH:27][N:26]=3)[CH2:21][CH2:20]2)[N:16]=[C:15]([O:35][CH2:36][C@H:37]2[CH2:39][C@H:38]2[C:40]#[N:41])[N:14]=1.CS(C)=O, predict the reaction product. The product is: [C:40]([C@@H:38]1[CH2:39][C@@H:37]1[CH2:36][O:35][C:15]1[N:16]=[C:17]([N:19]2[CH2:20][CH2:21][CH:22]([C:25]3[C:33]4[C:28](=[N:29][CH:30]=[CH:31][C:32]=4[CH3:34])[NH:27][N:26]=3)[CH2:23][CH2:24]2)[N:18]=[C:13]([CH:2]([C:1]#[N:5])[C:3]#[N:4])[N:14]=1)#[N:41]. (4) Given the reactants [NH2:1][C:2]1[C:3](=[O:11])[N:4]([CH3:10])[C:5](=[O:9])[NH:6][C:7]=1[NH2:8].[Cl:12][C:13]1[CH:20]=[CH:19][C:16]([CH:17]=O)=[CH:15][CH:14]=1.C([BH3-])#N.[Na+], predict the reaction product. The product is: [NH2:8][C:7]1[NH:6][C:5](=[O:9])[N:4]([CH3:10])[C:3](=[O:11])[C:2]=1[NH:1][CH2:17][C:16]1[CH:19]=[CH:20][C:13]([Cl:12])=[CH:14][CH:15]=1. (5) Given the reactants [C:1]([O:5][C:6]([N:8]1[CH2:12][CH2:11][C@H:10]([OH:13])[CH2:9]1)=[O:7])([CH3:4])([CH3:3])[CH3:2].[H-].[Na+].[CH3:16]I, predict the reaction product. The product is: [C:1]([O:5][C:6]([N:8]1[CH2:12][CH2:11][C@H:10]([O:13][CH3:16])[CH2:9]1)=[O:7])([CH3:4])([CH3:2])[CH3:3]. (6) Given the reactants Cl[CH2:2][C:3]([NH:5][C:6]1[CH:19]=[CH:18][C:9]2[O:10][C:11]3[CH2:17][CH2:16][CH2:15][CH2:14][CH2:13][C:12]=3[C:8]=2[CH:7]=1)=[O:4].O.[CH3:21][C:22]([CH3:25])([O-:24])[CH3:23].[K+], predict the reaction product. The product is: [C:22]([O:24][CH2:2][C:3]([NH:5][C:6]1[CH:19]=[CH:18][C:9]2[O:10][C:11]3[CH2:17][CH2:16][CH2:15][CH2:14][CH2:13][C:12]=3[C:8]=2[CH:7]=1)=[O:4])([CH3:25])([CH3:23])[CH3:21]. (7) The product is: [ClH:14].[NH2:1][CH2:2][C@H:3]1[CH2:4][CH2:5][C@H:6]([C:9]([O:11][CH3:16])=[O:10])[CH2:7][CH2:8]1. Given the reactants [NH2:1][CH2:2][C@H:3]1[CH2:8][CH2:7][C@H:6]([C:9]([OH:11])=[O:10])[CH2:5][CH2:4]1.S(Cl)([Cl:14])=O.[CH3:16]O, predict the reaction product.